Dataset: NCI-60 drug combinations with 297,098 pairs across 59 cell lines. Task: Regression. Given two drug SMILES strings and cell line genomic features, predict the synergy score measuring deviation from expected non-interaction effect. (1) Cell line: SF-539. Drug 1: CC12CCC(CC1=CCC3C2CCC4(C3CC=C4C5=CN=CC=C5)C)O. Drug 2: C1CCC(C1)C(CC#N)N2C=C(C=N2)C3=C4C=CNC4=NC=N3. Synergy scores: CSS=12.8, Synergy_ZIP=-4.02, Synergy_Bliss=2.04, Synergy_Loewe=2.84, Synergy_HSA=3.59. (2) Drug 1: CCN(CC)CCNC(=O)C1=C(NC(=C1C)C=C2C3=C(C=CC(=C3)F)NC2=O)C. Drug 2: C1CN(P(=O)(OC1)NCCCl)CCCl. Cell line: SF-268. Synergy scores: CSS=0.131, Synergy_ZIP=1.23, Synergy_Bliss=0.695, Synergy_Loewe=0.169, Synergy_HSA=-2.55. (3) Drug 1: C1CN1P(=S)(N2CC2)N3CC3. Drug 2: C1CC(C1)(C(=O)O)C(=O)O.[NH2-].[NH2-].[Pt+2]. Cell line: HCC-2998. Synergy scores: CSS=26.2, Synergy_ZIP=-2.00, Synergy_Bliss=-2.27, Synergy_Loewe=0.242, Synergy_HSA=1.70. (4) Drug 1: C1CN1P(=S)(N2CC2)N3CC3. Drug 2: CC(C)NC(=O)C1=CC=C(C=C1)CNNC.Cl. Cell line: HCT-15. Synergy scores: CSS=24.6, Synergy_ZIP=-5.57, Synergy_Bliss=-0.799, Synergy_Loewe=-6.31, Synergy_HSA=0.232. (5) Drug 2: B(C(CC(C)C)NC(=O)C(CC1=CC=CC=C1)NC(=O)C2=NC=CN=C2)(O)O. Synergy scores: CSS=11.3, Synergy_ZIP=1.60, Synergy_Bliss=4.46, Synergy_Loewe=-1.09, Synergy_HSA=1.31. Drug 1: CN1CCC(CC1)COC2=C(C=C3C(=C2)N=CN=C3NC4=C(C=C(C=C4)Br)F)OC. Cell line: HT29. (6) Drug 1: CN1C(=O)N2C=NC(=C2N=N1)C(=O)N. Drug 2: C1=CC=C(C(=C1)C(C2=CC=C(C=C2)Cl)C(Cl)Cl)Cl. Cell line: EKVX. Synergy scores: CSS=-3.94, Synergy_ZIP=1.58, Synergy_Bliss=-1.01, Synergy_Loewe=-3.51, Synergy_HSA=-3.96. (7) Drug 1: CC1OCC2C(O1)C(C(C(O2)OC3C4COC(=O)C4C(C5=CC6=C(C=C35)OCO6)C7=CC(=C(C(=C7)OC)O)OC)O)O. Drug 2: CC1CCC2CC(C(=CC=CC=CC(CC(C(=O)C(C(C(=CC(C(=O)CC(OC(=O)C3CCCCN3C(=O)C(=O)C1(O2)O)C(C)CC4CCC(C(C4)OC)OCCO)C)C)O)OC)C)C)C)OC. Cell line: TK-10. Synergy scores: CSS=29.6, Synergy_ZIP=-8.49, Synergy_Bliss=-4.72, Synergy_Loewe=1.64, Synergy_HSA=2.47. (8) Drug 1: C1C(C(OC1N2C=C(C(=O)NC2=O)F)CO)O. Drug 2: C#CCC(CC1=CN=C2C(=N1)C(=NC(=N2)N)N)C3=CC=C(C=C3)C(=O)NC(CCC(=O)O)C(=O)O. Cell line: OVCAR-4. Synergy scores: CSS=40.2, Synergy_ZIP=-1.21, Synergy_Bliss=-3.40, Synergy_Loewe=-11.8, Synergy_HSA=-2.25. (9) Drug 1: C1=CC(=CC=C1CCC2=CNC3=C2C(=O)NC(=N3)N)C(=O)NC(CCC(=O)O)C(=O)O. Drug 2: CC1=C(C(=O)C2=C(C1=O)N3CC4C(C3(C2COC(=O)N)OC)N4)N. Cell line: HCT116. Synergy scores: CSS=53.5, Synergy_ZIP=-4.42, Synergy_Bliss=-6.72, Synergy_Loewe=-1.84, Synergy_HSA=-0.0168.